From a dataset of Catalyst prediction with 721,799 reactions and 888 catalyst types from USPTO. Predict which catalyst facilitates the given reaction. (1) Reactant: Br[C:2]1[C:11]([CH3:12])=[CH:10][CH:9]=[C:8]2[C:3]=1[CH:4]=[CH:5][CH:6]=[N:7]2.[CH2:13]([Sn](CCCC)(CCCC)CCCC)[CH:14]=[CH2:15]. Product: [CH3:12][C:11]1[C:2]([CH2:15][CH:14]=[CH2:13])=[C:3]2[C:8](=[CH:9][CH:10]=1)[N:7]=[CH:6][CH:5]=[CH:4]2. The catalyst class is: 109. (2) Reactant: [CH3:1][C:2]1[CH:7]=[CH:6][CH:5]=[C:4]([CH3:8])[C:3]=1[C:9]1[C:10]2[CH:17]=[C:16]([O:18][CH2:19][C:20]3[CH:25]=[CH:24][C:23]([C@@H:26]([C:33]#[C:34][CH3:35])[CH2:27][C:28]([O:30]CC)=[O:29])=[CH:22][CH:21]=3)[CH:15]=[CH:14][C:11]=2[S:12][CH:13]=1.[Li+].[OH-].Cl. Product: [CH3:8][C:4]1[CH:5]=[CH:6][CH:7]=[C:2]([CH3:1])[C:3]=1[C:9]1[C:10]2[CH:17]=[C:16]([O:18][CH2:19][C:20]3[CH:21]=[CH:22][C:23]([C@@H:26]([C:33]#[C:34][CH3:35])[CH2:27][C:28]([OH:30])=[O:29])=[CH:24][CH:25]=3)[CH:15]=[CH:14][C:11]=2[S:12][CH:13]=1. The catalyst class is: 14. (3) Reactant: Cl[CH2:2][C:3]([N:5]1[C@@H:9]([C:10]#[C:11][CH3:12])[CH2:8][CH2:7][C@H:6]1[C:13]#[N:14])=[O:4].[CH:15]1([NH2:20])[CH2:19][CH2:18][CH2:17][CH2:16]1. Product: [CH:15]1([NH:20][CH2:2][C:3]([N:5]2[C@@H:9]([C:10]#[C:11][CH3:12])[CH2:8][CH2:7][C@H:6]2[C:13]#[N:14])=[O:4])[CH2:19][CH2:18][CH2:17][CH2:16]1. The catalyst class is: 10. (4) Reactant: [CH3:1][O:2][C:3]1[CH:11]=[CH:10][C:6]([C:7](Cl)=[O:8])=[C:5]([N+:12]([O-:14])=[O:13])[CH:4]=1.[Cl:15][C:16]1[CH:22]=[CH:21][C:19]([NH2:20])=[CH:18][CH:17]=1. Product: [Cl:15][C:16]1[CH:22]=[CH:21][C:19]([NH:20][C:7](=[O:8])[C:6]2[CH:10]=[CH:11][C:3]([O:2][CH3:1])=[CH:4][C:5]=2[N+:12]([O-:14])=[O:13])=[CH:18][CH:17]=1. The catalyst class is: 1. (5) Reactant: [F:1][C:2]1[CH:3]=[C:4]([CH:8]([C:20]2[CH:25]=[CH:24][CH:23]=[C:22]([F:26])[CH:21]=2)[N:9]2[CH:14]=[CH:13][CH:12]=[C:11]([C:15]([O:17]C)=[O:16])[C:10]2=[O:19])[CH:5]=[CH:6][CH:7]=1. Product: [F:26][C:22]1[CH:21]=[C:20]([CH:8]([C:4]2[CH:5]=[CH:6][CH:7]=[C:2]([F:1])[CH:3]=2)[N:9]2[CH:14]=[CH:13][CH:12]=[C:11]([C:15]([OH:17])=[O:16])[C:10]2=[O:19])[CH:25]=[CH:24][CH:23]=1. The catalyst class is: 562. (6) Reactant: [F:1][C:2]1[CH:10]=[C:9]2[C:5]([C:6]([C:18]3[CH:19]=[CH:20][C:21]4[S:25](=[O:27])(=[O:26])[NH:24][CH:23]([CH3:28])[C:22]=4[CH:29]=3)=[CH:7][N:8]2C(OC(C)(C)C)=O)=[CH:4][CH:3]=1.C(O)(C(F)(F)F)=O. Product: [F:1][C:2]1[CH:10]=[C:9]2[C:5]([C:6]([C:18]3[CH:19]=[CH:20][C:21]4[S:25](=[O:27])(=[O:26])[NH:24][CH:23]([CH3:28])[C:22]=4[CH:29]=3)=[CH:7][NH:8]2)=[CH:4][CH:3]=1. The catalyst class is: 2. (7) Reactant: [CH2:1]([O:3][N:4]1[C:9]([CH3:11])([CH3:10])[CH2:8][C:7](=[O:12])[CH2:6][C:5]1([CH3:14])[CH3:13])[CH3:2].[CH3:15][Si:16](C#N)([CH3:18])[CH3:17].II.[C:23](#[N:25])C. Product: [CH2:1]([O:3][N:4]1[C:5]([CH3:13])([CH3:14])[CH2:6][C:7]([C:23]#[N:25])([O:12][Si:16]([CH3:18])([CH3:17])[CH3:15])[CH2:8][C:9]1([CH3:11])[CH3:10])[CH3:2]. The catalyst class is: 195. (8) Reactant: Br[C:2]1[CH:3]=[C:4]([NH:9][C:10]([C:12]2[CH:34]=[CH:33][C:15]([O:16][C:17]3[CH:26]=[C:25]4[C:20]([CH:21]([C:27]([O:29][CH2:30][CH3:31])=[O:28])[CH2:22][CH2:23][O:24]4)=[CH:19][C:18]=3[Cl:32])=[CH:14][CH:13]=2)=[O:11])[CH:5]=[CH:6][C:7]=1[F:8].[Cl:35][C:36]1[CH:41]=[CH:40][C:39](B(O)O)=[CH:38][CH:37]=1.C([O-])([O-])=O.[Na+].[Na+].O. Product: [Cl:32][C:18]1[CH:19]=[C:20]2[C:25](=[CH:26][C:17]=1[O:16][C:15]1[CH:33]=[CH:34][C:12]([C:10](=[O:11])[NH:9][C:4]3[CH:3]=[C:2]([C:39]4[CH:40]=[CH:41][C:36]([Cl:35])=[CH:37][CH:38]=4)[C:7]([F:8])=[CH:6][CH:5]=3)=[CH:13][CH:14]=1)[O:24][CH2:23][CH2:22][CH:21]2[C:27]([O:29][CH2:30][CH3:31])=[O:28]. The catalyst class is: 206. (9) Reactant: [Br:1][C:2]1[NH:10][C:9]2[C:8](=[O:11])[NH:7][C:6](=[O:12])[N:5]([CH3:13])[C:4]=2[N:3]=1.C(=O)([O-])[O-].[K+].[K+].[CH2:20](Br)[C:21]1[CH:26]=[CH:25][CH:24]=[CH:23][CH:22]=1.O. Product: [CH2:20]([N:10]1[C:9]2[C:8](=[O:11])[NH:7][C:6](=[O:12])[N:5]([CH3:13])[C:4]=2[N:3]=[C:2]1[Br:1])[C:21]1[CH:26]=[CH:25][CH:24]=[CH:23][CH:22]=1. The catalyst class is: 9.